This data is from Forward reaction prediction with 1.9M reactions from USPTO patents (1976-2016). The task is: Predict the product of the given reaction. (1) Given the reactants [CH3:1][O:2][C:3]1[C:11]2[CH:10]=[C:9]([NH2:12])[S:8][C:7]=2[C:6]([C:13]2[CH:18]=[CH:17][CH:16]=[CH:15][CH:14]=2)=[CH:5][CH:4]=1.C(N(CC)CC)C.[F:26][C:27]1[CH:35]=[CH:34][C:30]([C:31](Cl)=[O:32])=[CH:29][CH:28]=1, predict the reaction product. The product is: [F:26][C:27]1[CH:35]=[CH:34][C:30]([C:31]([NH:12][C:9]2[S:8][C:7]3[C:6]([C:13]4[CH:14]=[CH:15][CH:16]=[CH:17][CH:18]=4)=[CH:5][CH:4]=[C:3]([O:2][CH3:1])[C:11]=3[CH:10]=2)=[O:32])=[CH:29][CH:28]=1. (2) The product is: [CH:19]1[CH:18]=[CH:17][C:16]([C@@H:7]2[N:6]([C:4]([O:3][C@@H:1]3[CH:13]4[CH2:14][CH2:15][N:6]([CH2:7][CH2:8]4)[CH2:2]3)=[O:5])[CH2:15][CH2:14][C:13]3[CH:12]=[CH:11][CH:10]=[CH:9][C:8]2=3)=[CH:21][CH:20]=1. Given the reactants [CH2:1]([O:3][C:4]([N:6]1[CH2:15][CH2:14][C:13]2[C:8](=[CH:9][CH:10]=[CH:11][CH:12]=2)[C@@H:7]1[C:16]1[CH:21]=[CH:20][CH:19]=[CH:18][CH:17]=1)=[O:5])[CH3:2], predict the reaction product. (3) Given the reactants [CH2:1]([S:3][C:4]1[CH:9]=[C:8]([C:10]([F:13])([F:12])[F:11])[N:7]=[N:6][C:5]=1[C:14]([O:16]C)=[O:15])[CH3:2].[Li+].[OH-].Cl, predict the reaction product. The product is: [CH2:1]([S:3][C:4]1[CH:9]=[C:8]([C:10]([F:13])([F:11])[F:12])[N:7]=[N:6][C:5]=1[C:14]([OH:16])=[O:15])[CH3:2]. (4) Given the reactants [N:1]1([C:6]2[CH:13]=[CH:12][C:9]([CH:10]=O)=[CH:8][CH:7]=2)[CH2:5][CH2:4][CH2:3][CH2:2]1.[C@@H:14]1([NH2:24])[C:23]2[C:18](=[CH:19][CH:20]=[CH:21][CH:22]=2)[CH2:17][CH2:16][CH2:15]1, predict the reaction product. The product is: [N:1]1([C:6]2[CH:13]=[CH:12][C:9]([CH2:10][NH:24][C@@H:14]3[C:23]4[C:18](=[CH:19][CH:20]=[CH:21][CH:22]=4)[CH2:17][CH2:16][CH2:15]3)=[CH:8][CH:7]=2)[CH2:5][CH2:4][CH2:3][CH2:2]1. (5) Given the reactants [Cl:1][C:2]1[C:3]2[NH:10][CH:9]=[CH:8][C:4]=2[N:5]=[CH:6][N:7]=1.Br[CH2:12][CH2:13][Cl:14].C(=O)([O-])[O-].[K+].[K+], predict the reaction product. The product is: [Cl:1][C:2]1[C:3]2[N:10]([CH2:12][CH2:13][Cl:14])[CH:9]=[CH:8][C:4]=2[N:5]=[CH:6][N:7]=1. (6) Given the reactants Br[C:2]1[CH:11]=[C:10]2[C:5]([CH2:6][CH:7]([CH3:26])[N:8]([C:12]3[CH:17]=[C:16]([N:18]4[CH2:23][CH2:22][N:21]([CH3:24])[CH2:20][CH2:19]4)[N:15]=[C:14]([NH2:25])[N:13]=3)[CH2:9]2)=[CH:4][CH:3]=1.CC1(C)C(C)(C)OB([C:35]2[CH:36]=[N:37][N:38]([CH2:40][CH2:41][N:42]3[CH2:47][CH2:46][O:45][CH2:44][CH2:43]3)[CH:39]=2)O1.C(=O)(O)[O-].[Na+].O1CCOCC1, predict the reaction product. The product is: [CH3:26][CH:7]1[CH2:6][C:5]2[C:10](=[CH:11][C:2]([C:35]3[CH:36]=[N:37][N:38]([CH2:40][CH2:41][N:42]4[CH2:47][CH2:46][O:45][CH2:44][CH2:43]4)[CH:39]=3)=[CH:3][CH:4]=2)[CH2:9][N:8]1[C:12]1[CH:17]=[C:16]([N:18]2[CH2:19][CH2:20][N:21]([CH3:24])[CH2:22][CH2:23]2)[N:15]=[C:14]([NH2:25])[N:13]=1.